This data is from hERG Central: cardiac toxicity at 1µM, 10µM, and general inhibition. The task is: Predict hERG channel inhibition at various concentrations. (1) The compound is COc1ccc(-n2cc(CNCCc3cscn3)c(-c3ccccc3Cl)n2)cc1. Results: hERG_inhib (hERG inhibition (general)): blocker. (2) The molecule is CC1(C)CC(=O)C(C=NCCN2CCN(C(=O)Cc3ccc(Cl)cc3)CC2)=C(O)C1. Results: hERG_inhib (hERG inhibition (general)): blocker. (3) The compound is COc1ccc(N2CCN(C(=O)c3cccc(F)c3)CC2)c([N+](=O)[O-])c1. Results: hERG_inhib (hERG inhibition (general)): blocker. (4) The drug is O=C(CCC(=O)N1CCOc2ccc(Cl)cc21)N1CCN(c2ccccn2)CC1. Results: hERG_inhib (hERG inhibition (general)): blocker. (5) The compound is COc1ccc(CCN(C)C2CCCN(S(=O)(=O)c3ccccc3)C2)cc1OC. Results: hERG_inhib (hERG inhibition (general)): blocker. (6) The molecule is C=CCOc1ccccc1CN1CCC(Oc2ccc(C(=O)N3CCCCC3)cc2)CC1. Results: hERG_inhib (hERG inhibition (general)): blocker. (7) The molecule is O=S(=O)(Nc1ccc2nc(-c3ccco3)[nH]c2c1)c1ccccc1. Results: hERG_inhib (hERG inhibition (general)): blocker.